From a dataset of NCI-60 drug combinations with 297,098 pairs across 59 cell lines. Regression. Given two drug SMILES strings and cell line genomic features, predict the synergy score measuring deviation from expected non-interaction effect. (1) Drug 1: C1CCC(C1)C(CC#N)N2C=C(C=N2)C3=C4C=CNC4=NC=N3. Drug 2: CCN(CC)CCCC(C)NC1=C2C=C(C=CC2=NC3=C1C=CC(=C3)Cl)OC. Cell line: SNB-19. Synergy scores: CSS=37.5, Synergy_ZIP=12.9, Synergy_Bliss=12.6, Synergy_Loewe=2.18, Synergy_HSA=9.60. (2) Drug 1: C1=NC2=C(N1)C(=S)N=C(N2)N. Drug 2: CC(C)(C#N)C1=CC(=CC(=C1)CN2C=NC=N2)C(C)(C)C#N. Cell line: SK-OV-3. Synergy scores: CSS=37.3, Synergy_ZIP=-12.0, Synergy_Bliss=-2.63, Synergy_Loewe=-2.29, Synergy_HSA=-1.54. (3) Drug 1: CC1=CC=C(C=C1)C2=CC(=NN2C3=CC=C(C=C3)S(=O)(=O)N)C(F)(F)F. Drug 2: CCC(=C(C1=CC=CC=C1)C2=CC=C(C=C2)OCCN(C)C)C3=CC=CC=C3.C(C(=O)O)C(CC(=O)O)(C(=O)O)O. Cell line: RPMI-8226. Synergy scores: CSS=6.43, Synergy_ZIP=-1.09, Synergy_Bliss=1.64, Synergy_Loewe=2.12, Synergy_HSA=-1.41. (4) Drug 1: CC=C1C(=O)NC(C(=O)OC2CC(=O)NC(C(=O)NC(CSSCCC=C2)C(=O)N1)C(C)C)C(C)C. Drug 2: CS(=O)(=O)OCCCCOS(=O)(=O)C. Cell line: RXF 393. Synergy scores: CSS=52.9, Synergy_ZIP=-4.03, Synergy_Bliss=-7.72, Synergy_Loewe=-72.2, Synergy_HSA=-5.66. (5) Drug 1: CC(CN1CC(=O)NC(=O)C1)N2CC(=O)NC(=O)C2. Drug 2: CS(=O)(=O)CCNCC1=CC=C(O1)C2=CC3=C(C=C2)N=CN=C3NC4=CC(=C(C=C4)OCC5=CC(=CC=C5)F)Cl. Cell line: MDA-MB-435. Synergy scores: CSS=2.35, Synergy_ZIP=0.678, Synergy_Bliss=0.589, Synergy_Loewe=-5.25, Synergy_HSA=-4.79. (6) Drug 1: CNC(=O)C1=CC=CC=C1SC2=CC3=C(C=C2)C(=NN3)C=CC4=CC=CC=N4. Drug 2: CC1C(C(CC(O1)OC2CC(CC3=C2C(=C4C(=C3O)C(=O)C5=C(C4=O)C(=CC=C5)OC)O)(C(=O)C)O)N)O.Cl. Cell line: OVCAR-8. Synergy scores: CSS=41.1, Synergy_ZIP=4.81, Synergy_Bliss=9.37, Synergy_Loewe=-7.85, Synergy_HSA=8.07. (7) Drug 1: CN1CCC(CC1)COC2=C(C=C3C(=C2)N=CN=C3NC4=C(C=C(C=C4)Br)F)OC. Drug 2: COC1=CC(=CC(=C1O)OC)C2C3C(COC3=O)C(C4=CC5=C(C=C24)OCO5)OC6C(C(C7C(O6)COC(O7)C8=CC=CS8)O)O. Cell line: MOLT-4. Synergy scores: CSS=68.3, Synergy_ZIP=0.0718, Synergy_Bliss=-0.0498, Synergy_Loewe=-16.6, Synergy_HSA=1.52.